Task: Predict the reaction yield, written as a fraction of the theoretical maximum amount of product (1.0 means a 100% yield; for example, 0.34 means a 34% yield).. Dataset: Reaction yield outcomes from USPTO patents with 853,638 reactions The reactants are [CH2:1]([O:3][C:4]([C:6]1[CH:7]=[N:8][N:9]([CH2:11][C:12]2[S:13][CH:14]=[C:15]([C:17]([OH:19])=O)[N:16]=2)[CH:10]=1)=[O:5])[CH3:2].[F:20][C:21]([F:30])([F:29])[C:22]1[CH:23]=[C:24]([CH:26]=[CH:27][CH:28]=1)[NH2:25]. No catalyst specified. The product is [F:20][C:21]([F:29])([F:30])[C:22]1[CH:23]=[C:24]([NH:25][C:17]([C:15]2[N:16]=[C:12]([CH2:11][N:9]3[CH:10]=[C:6]([C:4]([O:3][CH2:1][CH3:2])=[O:5])[CH:7]=[N:8]3)[S:13][CH:14]=2)=[O:19])[CH:26]=[CH:27][CH:28]=1. The yield is 0.860.